Dataset: Forward reaction prediction with 1.9M reactions from USPTO patents (1976-2016). Task: Predict the product of the given reaction. Given the reactants Br[C:2]1[C:7]([F:8])=[CH:6][C:5]([NH:9][C:10]2[C:15]([C:16]([F:19])([F:18])[F:17])=[CH:14][N:13]=[C:12]([NH:20][C:21]3[CH:35]=[CH:34][C:24]([CH2:25][P:26](=[O:33])([O:30][CH2:31][CH3:32])[O:27][CH2:28][CH3:29])=[CH:23][C:22]=3[O:36][CH3:37])[N:11]=2)=[C:4]([C:38](=[O:41])[NH:39][CH3:40])[CH:3]=1.CC1(C)C(C)(C)OB([C:50]2[CH:51]=[N:52][N:53]([CH2:55][CH2:56][CH2:57][OH:58])[CH:54]=2)O1.ClCCl.C(=O)([O-])[O-].[K+].[K+], predict the reaction product. The product is: [F:8][C:7]1[C:2]([C:50]2[CH:51]=[N:52][N:53]([CH2:55][CH2:56][CH2:57][OH:58])[CH:54]=2)=[CH:3][C:4]([C:38](=[O:41])[NH:39][CH3:40])=[C:5]([NH:9][C:10]2[C:15]([C:16]([F:17])([F:19])[F:18])=[CH:14][N:13]=[C:12]([NH:20][C:21]3[CH:35]=[CH:34][C:24]([CH2:25][P:26](=[O:33])([O:27][CH2:28][CH3:29])[O:30][CH2:31][CH3:32])=[CH:23][C:22]=3[O:36][CH3:37])[N:11]=2)[CH:6]=1.